Dataset: Retrosynthesis with 50K atom-mapped reactions and 10 reaction types from USPTO. Task: Predict the reactants needed to synthesize the given product. (1) Given the product O=C1CSC(=O)N1CCSc1cccc2nccn12, predict the reactants needed to synthesize it. The reactants are: ClCCSc1cccc2nccn12.O=C1CSC(=O)N1. (2) Given the product CC(C)(C)OC(=O)N1CCCC(COS(C)(=O)=O)C1, predict the reactants needed to synthesize it. The reactants are: CC(C)(C)OC(=O)N1CCCC(CO)C1.CS(=O)(=O)Cl. (3) Given the product Cc1ccc(F)cc1OC1CCN(C(=O)CNc2ccnn(C)c2=O)CC1, predict the reactants needed to synthesize it. The reactants are: Cc1ccc(F)cc1O.Cn1nccc(NCC(=O)N2CCC(O)CC2)c1=O. (4) The reactants are: CN(C)CCNC(=O)c1cccc2nc3ccc4c(OCC(=O)OC(C)(C)C)cccc4c3nc12. Given the product CN(C)CCNC(=O)c1cccc2nc3ccc4c(OCC(=O)O)cccc4c3nc12, predict the reactants needed to synthesize it. (5) Given the product CCCP(=O)(CCC)c1cccc(N)c1, predict the reactants needed to synthesize it. The reactants are: CCCP(=O)(CCC)c1cccc([N+](=O)[O-])c1.